This data is from Forward reaction prediction with 1.9M reactions from USPTO patents (1976-2016). The task is: Predict the product of the given reaction. (1) Given the reactants [F:1][C:2]1[CH:3]=[C:4]2[C:8](=[CH:9][C:10]=1[CH3:11])[NH:7][CH:6]=[C:5]2[C:12]#[N:13].[CH:14]1(Br)[CH2:17][CH2:16][CH2:15]1.C(=O)([O-])[O-].[Cs+].[Cs+], predict the reaction product. The product is: [CH:14]1([N:7]2[C:8]3[C:4](=[CH:3][C:2]([F:1])=[C:10]([CH3:11])[CH:9]=3)[C:5]([C:12]#[N:13])=[CH:6]2)[CH2:17][CH2:16][CH2:15]1. (2) Given the reactants O.[NH2:2][C@H:3]([C:8]([OH:10])=[O:9])[CH2:4][C:5](=[O:7])[NH2:6].C(=O)([O-])[O-].[K+].[K+].[C:17](Cl)(=[O:24])[C:18]1[CH:23]=[CH:22][CH:21]=[CH:20][CH:19]=1, predict the reaction product. The product is: [C:17]([NH:2][C@H:3]([C:8]([OH:10])=[O:9])[CH2:4][C:5](=[O:7])[NH2:6])(=[O:24])[C:18]1[CH:23]=[CH:22][CH:21]=[CH:20][CH:19]=1. (3) Given the reactants [Cl:1][C:2]1[C:7]2[C:8](=[O:22])[N:9]([CH2:11][C:12]3[CH:17]=[CH:16][C:15]([O:18][CH3:19])=[CH:14][C:13]=3[O:20][CH3:21])[CH2:10][C:6]=2[C:5]([F:23])=[C:4]([NH:24][C@H:25]([CH2:30][CH:31]([CH3:33])[CH3:32])[C:26]([O:28]C)=[O:27])[N:3]=1, predict the reaction product. The product is: [Cl:1][C:2]1[C:7]2[C:8](=[O:22])[N:9]([CH2:11][C:12]3[CH:17]=[CH:16][C:15]([O:18][CH3:19])=[CH:14][C:13]=3[O:20][CH3:21])[CH2:10][C:6]=2[C:5]([F:23])=[C:4]([NH:24][C@H:25]([CH2:30][CH:31]([CH3:33])[CH3:32])[C:26]([OH:28])=[O:27])[N:3]=1. (4) Given the reactants [Br:1][C:2]1[N:7]=[C:6]([CH:8]=[O:9])[CH:5]=[CH:4][CH:3]=1.[BH4-].[Na+], predict the reaction product. The product is: [Br:1][C:2]1[N:7]=[C:6]([CH2:8][OH:9])[CH:5]=[CH:4][CH:3]=1. (5) Given the reactants Cl[CH2:2][C:3]([NH:5][C:6]1[CH:11]=[CH:10][C:9]([NH:12][C:13]2[N:18]=[C:17]([C:19]3[S:23][C:22]([CH3:24])=[N:21][C:20]=3[CH3:25])[CH:16]=[CH:15][N:14]=2)=[CH:8][CH:7]=1)=[O:4].[NH:26]1[CH:30]=[N:29][CH:28]=[N:27]1, predict the reaction product. The product is: [CH3:24][C:22]1[S:23][C:19]([C:17]2[CH:16]=[CH:15][N:14]=[C:13]([NH:12][C:9]3[CH:10]=[CH:11][C:6]([NH:5][C:3](=[O:4])[CH2:2][C:28]4[NH:27][N:26]=[CH:30][N:29]=4)=[CH:7][CH:8]=3)[N:18]=2)=[C:20]([CH3:25])[N:21]=1.